Dataset: Catalyst prediction with 721,799 reactions and 888 catalyst types from USPTO. Task: Predict which catalyst facilitates the given reaction. Reactant: [CH3:1][N:2]1[CH2:7][CH2:6][NH:5][CH2:4][CH2:3]1.Cl[C:9]1[C:10]([N+:16]([O-:18])=[O:17])=[C:11]([CH:13]=[CH:14][CH:15]=1)[NH2:12]. Product: [CH3:1][N:2]1[CH2:7][CH2:6][N:5]([C:9]2[C:10]([N+:16]([O-:18])=[O:17])=[C:11]([CH:13]=[CH:14][CH:15]=2)[NH2:12])[CH2:4][CH2:3]1. The catalyst class is: 6.